Dataset: Full USPTO retrosynthesis dataset with 1.9M reactions from patents (1976-2016). Task: Predict the reactants needed to synthesize the given product. (1) Given the product [Cl:18][C:7]1[C:8]([O:15][CH3:16])=[C:9]([O:13][CH3:14])[C:10]([O:11][CH3:12])=[C:3]([O:2][CH3:1])[C:4]=1[CH:5]=[O:6], predict the reactants needed to synthesize it. The reactants are: [CH3:1][O:2][C:3]1[C:10]([O:11][CH3:12])=[C:9]([O:13][CH3:14])[C:8]([O:15][CH3:16])=[CH:7][C:4]=1[CH:5]=[O:6].C(Cl)[Cl:18]. (2) Given the product [CH3:1][N:2]1[C:10]([C:11]([OH:13])=[O:12])=[C:9]2[C:4]([CH:5]=[CH:6][CH:7]=[CH:8]2)=[N:3]1, predict the reactants needed to synthesize it. The reactants are: [CH3:1][N:2]1[C:10]([C:11]([O:13]C)=[O:12])=[C:9]2[C:4]([CH:5]=[CH:6][CH:7]=[CH:8]2)=[N:3]1.[OH-].[Na+]. (3) Given the product [CH3:1][C:2]1[C:10]([C:11]2[CH:12]=[N:13][N:14]([CH3:16])[CH:15]=2)=[CH:9][CH:8]=[C:7]2[C:3]=1[CH2:4][CH2:5][N:6]2[C:18]1[C:22]2[CH2:23][N:24]([C:27](=[O:29])[CH3:28])[CH2:25][CH2:26][C:21]=2[N:20]([CH:30]2[CH2:34][CH2:33][O:32][CH2:31]2)[N:19]=1, predict the reactants needed to synthesize it. The reactants are: [CH3:1][C:2]1[C:10]([C:11]2[CH:12]=[N:13][N:14]([CH3:16])[CH:15]=2)=[CH:9][CH:8]=[C:7]2[C:3]=1[CH2:4][CH2:5][NH:6]2.Br[C:18]1[C:22]2[CH2:23][N:24]([C:27](=[O:29])[CH3:28])[CH2:25][CH2:26][C:21]=2[N:20]([CH:30]2[CH2:34][CH2:33][O:32][CH2:31]2)[N:19]=1.COC(C)(C)C.C1(P(C2CCCCC2)C2C=CC=CC=2C2C(OC(C)C)=CC=CC=2OC(C)C)CCCCC1.C(O[Na])(C)(C)C. (4) The reactants are: C(OC([N:8]1[C:16]2[C:11](=[C:12]([C:20]([C:23]3[O:24][C:25]4[CH:31]=[CH:30][C:29]([C:32]#[N:33])=[CH:28][C:26]=4[N:27]=3)([OH:22])[CH3:21])[C:13]([O:18][CH3:19])=[CH:14][C:15]=2[CH3:17])[CH:10]=[CH:9]1)=O)(C)(C)C.C([O-])([O-])=O.[Cs+].[Cs+]. Given the product [OH:22][C:20]([C:23]1[O:24][C:25]2[CH:31]=[CH:30][C:29]([C:32]#[N:33])=[CH:28][C:26]=2[N:27]=1)([C:12]1[C:13]([O:18][CH3:19])=[CH:14][C:15]([CH3:17])=[C:16]2[C:11]=1[CH:10]=[CH:9][NH:8]2)[CH3:21], predict the reactants needed to synthesize it. (5) Given the product [OH:11][C:9]([C:12]1[CH:17]=[CH:16][CH:15]=[CH:14][CH:13]=1)([CH3:10])[CH2:3][C:4]([O:6][CH2:7][CH3:8])=[O:5], predict the reactants needed to synthesize it. The reactants are: Br[Zn][CH2:3][C:4]([O:6][CH2:7][CH3:8])=[O:5].[C:9]([C:12]1[CH:17]=[CH:16][CH:15]=[CH:14][CH:13]=1)(=[O:11])[CH3:10].Cl.C(OCC)(=O)C.